The task is: Predict the reaction yield, written as a fraction of the theoretical maximum amount of product (1.0 means a 100% yield; for example, 0.34 means a 34% yield).. This data is from Reaction yield outcomes from USPTO patents with 853,638 reactions. (1) The reactants are [NH2:1][C:2]1[S:3][C:4]2[CH:10]=[C:9]([C:11]3[CH:12]=[C:13]([N:23]4[CH:28]=[CH:27][C:26](=[O:29])[NH:25][C:24]4=[O:30])[CH:14]=[C:15]([C:19]([CH3:22])([CH3:21])[CH3:20])[C:16]=3[O:17][CH3:18])[CH:8]=[CH:7][C:5]=2[N:6]=1.[CH3:31][S:32](Cl)(=[O:34])=[O:33].N1C=CC=CC=1. The catalyst is C(Cl)Cl. The product is [C:19]([C:15]1[C:16]([O:17][CH3:18])=[C:11]([C:9]2[CH:8]=[CH:7][C:5]3[N:6]=[C:2]([NH:1][S:32]([CH3:31])(=[O:34])=[O:33])[S:3][C:4]=3[CH:10]=2)[CH:12]=[C:13]([N:23]2[CH:28]=[CH:27][C:26](=[O:29])[NH:25][C:24]2=[O:30])[CH:14]=1)([CH3:22])([CH3:21])[CH3:20]. The yield is 0.0400. (2) The reactants are [Br:1][C:2]1[C:3]([F:20])=[CH:4][C:5]2[O:11][CH2:10][CH2:9][N:8]3[CH:12]=[C:13]([C:15]([O:17][CH3:18])=[O:16])[N:14]=[C:7]3[C:6]=2[CH:19]=1.[F:21][C:22]1[CH:23]=[C:24]([CH:27]=[C:28]([F:30])[CH:29]=1)[CH:25]=[O:26]. No catalyst specified. The product is [Br:1][C:2]1[C:3]([F:20])=[CH:4][C:5]2[O:11][CH2:10][CH2:9][N:8]3[C:12]([CH:25]([C:24]4[CH:23]=[C:22]([F:21])[CH:29]=[C:28]([F:30])[CH:27]=4)[OH:26])=[C:13]([C:15]([O:17][CH3:18])=[O:16])[N:14]=[C:7]3[C:6]=2[CH:19]=1. The yield is 0.690. (3) The reactants are [H-].[Na+].[NH:3]1[CH:7]=[CH:6][N:5]=[C:4]1[CH:8]=[O:9].[CH3:10][Si:11]([CH3:18])([CH3:17])[CH2:12][CH2:13][O:14][CH2:15]Cl. The catalyst is O. The product is [CH3:10][Si:11]([CH3:18])([CH3:17])[CH2:12][CH2:13][O:14][CH2:15][N:3]1[CH:7]=[CH:6][N:5]=[C:4]1[CH:8]=[O:9]. The yield is 0.720. (4) The reactants are [Cl:1][C:2]1[CH:3]=[C:4]([CH:17]=[CH:18][C:19]=1[Cl:20])[O:5][CH2:6][C:7]1[CH:16]=[CH:15][C:10]2[C:11]([NH2:14])=[N:12][O:13][C:9]=2[CH:8]=1.C(N(CC)CC)C.[CH3:28][S:29](Cl)(=[O:31])=[O:30]. The catalyst is C(Cl)Cl. The product is [Cl:1][C:2]1[CH:3]=[C:4]([CH:17]=[CH:18][C:19]=1[Cl:20])[O:5][CH2:6][C:7]1[CH:16]=[CH:15][C:10]2[C:11]([NH:14][S:29]([CH3:28])(=[O:31])=[O:30])=[N:12][O:13][C:9]=2[CH:8]=1. The yield is 0.390. (5) The reactants are Cl[C:2]1[C:3]2[CH2:16][CH2:15][N:14]([C:17]3[CH:18]=[N:19][CH:20]=[CH:21][CH:22]=3)[C:4]=2[N:5]=[C:6]([N:8]2[CH2:13][CH2:12][O:11][CH2:10][CH2:9]2)[N:7]=1.COC1C=CC=C(OC)C=1C1C=CC=CC=1P(C1CCCCC1)C1CCCCC1.[CH3:52][O:53][C:54]([C:56]1[CH:57]=[C:58](B(O)O)[CH:59]=[CH:60][CH:61]=1)=[O:55]. The catalyst is CN(C)C=O.C([O-])(=O)C.[Pd+2].C([O-])(=O)C. The product is [CH3:52][O:53][C:54](=[O:55])[C:56]1[CH:57]=[CH:58][CH:59]=[C:60]([C:2]2[C:3]3[CH2:16][CH2:15][N:14]([C:17]4[CH:18]=[N:19][CH:20]=[CH:21][CH:22]=4)[C:4]=3[N:5]=[C:6]([N:8]3[CH2:13][CH2:12][O:11][CH2:10][CH2:9]3)[N:7]=2)[CH:61]=1. The yield is 0.900. (6) The reactants are Cl[CH2:2][CH2:3][O:4][C:5]1[CH:6]=[C:7]2[C:12](=[CH:13][C:14]=1[O:15][CH3:16])[N:11]=[C:10]([C:17]1[CH:22]=[CH:21][CH:20]=[C:19]([C:23]3[CH:28]=[CH:27][CH:26]=[CH:25][CH:24]=3)[CH:18]=1)[N:9]=[C:8]2[NH:29][C:30]1[CH:31]=[C:32]2[C:36](=[CH:37][CH:38]=1)[N:35](C(OC(C)(C)C)=O)[N:34]=[CH:33]2.[NH:46]1[CH2:51][CH2:50][O:49][CH2:48][CH2:47]1. The catalyst is CS(C)=O. The product is [C:23]1([C:19]2[CH:18]=[C:17]([C:10]3[N:9]=[C:8]([NH:29][C:30]4[CH:31]=[C:32]5[C:36](=[CH:37][CH:38]=4)[NH:35][N:34]=[CH:33]5)[C:7]4[C:12](=[CH:13][C:14]([O:15][CH3:16])=[C:5]([O:4][CH2:3][CH2:2][N:46]5[CH2:51][CH2:50][O:49][CH2:48][CH2:47]5)[CH:6]=4)[N:11]=3)[CH:22]=[CH:21][CH:20]=2)[CH:28]=[CH:27][CH:26]=[CH:25][CH:24]=1. The yield is 0.500. (7) The reactants are CC1(C)C(C)(C)OB([C:9]2[CH:10]=[C:11]3[C:15](=[CH:16][CH:17]=2)[C:14](=[O:18])[NH:13][CH2:12]3)O1.[CH3:20][O:21][C:22]1[CH:23]=[CH:24][C:25]2[C:29]([O:30][C:31]3[CH:36]=[CH:35][C:34]([O:37][CH2:38][CH2:39][N:40]4[CH2:45][CH2:44][CH2:43][CH2:42][CH2:41]4)=[CH:33][CH:32]=3)=[C:28](Br)[S:27][C:26]=2[CH:47]=1.C(=O)([O-])[O-].[Na+].[Na+]. The catalyst is O1CCOCC1. The product is [CH3:20][O:21][C:22]1[CH:23]=[CH:24][C:25]2[C:29]([O:30][C:31]3[CH:32]=[CH:33][C:34]([O:37][CH2:38][CH2:39][N:40]4[CH2:45][CH2:44][CH2:43][CH2:42][CH2:41]4)=[CH:35][CH:36]=3)=[C:28]([C:9]3[CH:10]=[C:11]4[C:15](=[CH:16][CH:17]=3)[C:14](=[O:18])[NH:13][CH2:12]4)[S:27][C:26]=2[CH:47]=1. The yield is 0.640.